From a dataset of Catalyst prediction with 721,799 reactions and 888 catalyst types from USPTO. Predict which catalyst facilitates the given reaction. (1) Reactant: [B-](F)(F)(F)F.CN(C(ON1C(=O)CCC1=O)=[N+](C)C)C.[F:21][C:22]1[CH:23]=[C:24]([N:28]2[CH2:32][CH2:31][CH2:30][C@@H:29]2[C:33]2[CH:34]=[C:35]([C:50](O)=[O:51])[CH:36]=[C:37]3[C:42]=2[O:41][C:40]([N:43]2[CH2:48][CH2:47][O:46][CH2:45][CH2:44]2)=[CH:39][C:38]3=[O:49])[CH:25]=[CH:26][CH:27]=1.[NH:53]1[CH2:58][CH2:57][O:56][CH2:55][CH2:54]1.CCN(C(C)C)C(C)C. Product: [F:21][C:22]1[CH:23]=[C:24]([N:28]2[CH2:32][CH2:31][CH2:30][C@@H:29]2[C:33]2[CH:34]=[C:35]([C:50]([N:53]3[CH2:58][CH2:57][O:56][CH2:55][CH2:54]3)=[O:51])[CH:36]=[C:37]3[C:42]=2[O:41][C:40]([N:43]2[CH2:48][CH2:47][O:46][CH2:45][CH2:44]2)=[CH:39][C:38]3=[O:49])[CH:25]=[CH:26][CH:27]=1. The catalyst class is: 2. (2) Reactant: [Br:1][C:2]1[CH:10]=[CH:9][C:5]([C:6]([OH:8])=[O:7])=[C:4]([CH2:11][CH3:12])[CH:3]=1.[C:13]([O-])([O-])=O.[K+].[K+].IC. Product: [Br:1][C:2]1[CH:10]=[CH:9][C:5]([C:6]([O:8][CH3:13])=[O:7])=[C:4]([CH2:11][CH3:12])[CH:3]=1. The catalyst class is: 31.